Predict the reactants needed to synthesize the given product. From a dataset of Full USPTO retrosynthesis dataset with 1.9M reactions from patents (1976-2016). (1) The reactants are: [F:1][C:2]([F:17])([F:16])[C:3]1[CH:4]=[C:5]([CH:9]=[C:10]([C:12]([F:15])([F:14])[F:13])[CH:11]=1)[C:6](O)=[O:7].S(Cl)([Cl:20])=O. Given the product [F:1][C:2]([F:17])([F:16])[C:3]1[CH:4]=[C:5]([CH:9]=[C:10]([C:12]([F:15])([F:14])[F:13])[CH:11]=1)[C:6]([Cl:20])=[O:7], predict the reactants needed to synthesize it. (2) Given the product [ClH:1].[CH2:31]([C:4]1([CH2:2][CH3:3])[CH2:9][CH2:8][CH:7]([C:10]2[CH:15]=[CH:14][C:13]([O:16][CH3:17])=[CH:12][C:11]=2[N:18]2[CH2:23][CH2:22][N:21]([CH2:24][CH:25]3[CH2:26][CH2:27][O:28][CH2:29][CH2:30]3)[CH2:20][CH2:19]2)[CH2:6][CH2:5]1)[CH3:32], predict the reactants needed to synthesize it. The reactants are: [ClH:1].[CH2:2]([C:4]1([CH2:31][CH3:32])[CH2:9][CH2:8][C:7]([C:10]2[CH:15]=[CH:14][C:13]([O:16][CH3:17])=[CH:12][C:11]=2[N:18]2[CH2:23][CH2:22][N:21]([CH2:24][CH:25]3[CH2:30][CH2:29][O:28][CH2:27][CH2:26]3)[CH2:20][CH2:19]2)=[CH:6][CH2:5]1)[CH3:3]. (3) Given the product [C:47]([O:9][CH2:8][C:4]1[CH:5]=[CH:6][CH:7]=[C:2]([Cl:1])[C:3]=1[NH:10][C:11]([C:13]1[S:17][C:16]([NH:18][C:19]([C:32]2[CH:37]=[CH:36][CH:35]=[CH:34][CH:33]=2)([C:26]2[CH:27]=[CH:28][CH:29]=[CH:30][CH:31]=2)[C:20]2[CH:25]=[CH:24][CH:23]=[CH:22][CH:21]=2)=[N:15][CH:14]=1)=[O:12])(=[O:48])[C:46]([CH3:51])([CH3:50])[CH3:45], predict the reactants needed to synthesize it. The reactants are: [Cl:1][C:2]1[CH:7]=[CH:6][CH:5]=[C:4]([CH2:8][OH:9])[C:3]=1[NH:10][C:11]([C:13]1[S:17][C:16]([NH:18][C:19]([C:32]2[CH:37]=[CH:36][CH:35]=[CH:34][CH:33]=2)([C:26]2[CH:31]=[CH:30][CH:29]=[CH:28][CH:27]=2)[C:20]2[CH:25]=[CH:24][CH:23]=[CH:22][CH:21]=2)=[N:15][CH:14]=1)=[O:12].CN1CCOCC1.[CH3:45][C:46]([CH3:51])([CH3:50])[C:47](Cl)=[O:48].[NH4+].[Cl-]. (4) Given the product [ClH:24].[N:1]1([CH2:6][C@H:7]2[CH2:11][CH2:10][C@@H:9]([NH:12][CH2:13][C:14]([N:16]3[CH2:20][C@@H:19]([F:21])[CH2:18][C@H:17]3[C:22]#[N:23])=[O:15])[CH2:8]2)[CH:5]=[N:4][CH:3]=[N:2]1, predict the reactants needed to synthesize it. The reactants are: [N:1]1([CH2:6][C@H:7]2[CH2:11][CH2:10][C@@H:9]([NH:12][CH2:13][C:14]([N:16]3[CH2:20][C@@H:19]([F:21])[CH2:18][C@H:17]3[C:22]#[N:23])=[O:15])[CH2:8]2)[CH:5]=[N:4][CH:3]=[N:2]1.[ClH:24]. (5) Given the product [CH3:1][N:2]1[C:6]([CH:7]2[CH2:12][C:11]([CH3:30])([S:13]([C:16]3[CH:21]=[CH:20][CH:19]=[C:18]([C:22]([F:25])([F:24])[F:23])[CH:17]=3)(=[O:15])=[O:14])[CH2:10][CH2:9][O:8]2)=[CH:5][C:4]([C:26]([F:27])([F:29])[F:28])=[N:3]1, predict the reactants needed to synthesize it. The reactants are: [CH3:1][N:2]1[C:6]([CH:7]2[CH2:12][CH:11]([S:13]([C:16]3[CH:21]=[CH:20][CH:19]=[C:18]([C:22]([F:25])([F:24])[F:23])[CH:17]=3)(=[O:15])=[O:14])[CH2:10][CH2:9][O:8]2)=[CH:5][C:4]([C:26]([F:29])([F:28])[F:27])=[N:3]1.[CH3:30]C([O-])(C)C.[K+].